From a dataset of Full USPTO retrosynthesis dataset with 1.9M reactions from patents (1976-2016). Predict the reactants needed to synthesize the given product. (1) The reactants are: [CH:1]([C:3]1[S:7][C:6]([NH:8][C:9]2[CH:17]=[CH:16][C:12]([C:13]([OH:15])=[O:14])=[CH:11][N:10]=2)=[N:5][CH:4]=1)=O.[NH2:18][C:19]1[C:20]([F:32])=[CH:21][C:22]([F:31])=[C:23]([CH:30]=1)[C:24]([NH:26][CH:27]1[CH2:29][CH2:28]1)=[O:25]. Given the product [CH:27]1([NH:26][C:24]([C:23]2[C:22]([F:31])=[CH:21][C:20]([F:32])=[C:19]([NH:18][CH2:1][C:3]3[S:7][C:6]([NH:8][C:9]4[CH:17]=[CH:16][C:12]([C:13]([OH:15])=[O:14])=[CH:11][N:10]=4)=[N:5][CH:4]=3)[CH:30]=2)=[O:25])[CH2:28][CH2:29]1, predict the reactants needed to synthesize it. (2) The reactants are: [Cl:1][C:2]1[C:10]2[CH:9]([CH2:11][N+:12]([O-])=O)[O:8][B:7]([OH:15])[C:6]=2[C:5]([O:16][CH2:17][CH2:18][CH2:19][OH:20])=[CH:4][CH:3]=1.[H][H]. Given the product [ClH:1].[NH2:12][CH2:11][CH:9]1[O:8][B:7]([OH:15])[C:6]2[C:5]([O:16][CH2:17][CH2:18][CH2:19][OH:20])=[CH:4][CH:3]=[C:2]([Cl:1])[C:10]1=2, predict the reactants needed to synthesize it. (3) Given the product [Cl:18][C:15]1[CH:14]=[CH:13][C:12]([C:9]2[C:10]([CH3:11])=[C:6]([CH2:4][OH:3])[N:7]([CH3:19])[N:8]=2)=[CH:17][CH:16]=1, predict the reactants needed to synthesize it. The reactants are: C([O:3][C:4]([C:6]1[N:7]([CH3:19])[N:8]=[C:9]([C:12]2[CH:17]=[CH:16][C:15]([Cl:18])=[CH:14][CH:13]=2)[C:10]=1[CH3:11])=O)C.[H-].[Al+3].[Li+].[H-].[H-].[H-]. (4) Given the product [ClH:38].[CH3:1][O:2][C:3]1[N:8]=[CH:7][C:6]([C:9]2[CH:18]=[CH:17][C:16]3[N:15]=[CH:14][C:13]4[CH2:19][N:20]([CH3:37])[C:21](=[O:36])[N:22]([CH:23]5[CH2:28][CH2:27][NH:26][CH2:25][CH2:24]5)[C:12]=4[C:11]=3[N:10]=2)=[CH:5][CH:4]=1, predict the reactants needed to synthesize it. The reactants are: [CH3:1][O:2][C:3]1[N:8]=[CH:7][C:6]([C:9]2[CH:18]=[CH:17][C:16]3[N:15]=[CH:14][C:13]4[CH2:19][N:20]([CH3:37])[C:21](=[O:36])[N:22]([CH:23]5[CH2:28][CH2:27][N:26](C(OC(C)(C)C)=O)[CH2:25][CH2:24]5)[C:12]=4[C:11]=3[N:10]=2)=[CH:5][CH:4]=1.[ClH:38]. (5) Given the product [Br:30][C:5]1[CH:6]=[C:7]([C:16]2[CH:17]=[C:18]([CH:21]=[C:22]([F:24])[CH:23]=2)[C:19]#[N:20])[CH:8]=[C:9]2[C:4]=1[NH:3][C:2](=[O:1])[C:10]12[CH2:11][CH2:12][CH2:13][CH2:14][CH2:15]1, predict the reactants needed to synthesize it. The reactants are: [O:1]=[C:2]1[C:10]2([CH2:15][CH2:14][CH2:13][CH2:12][CH2:11]2)[C:9]2[C:4](=[CH:5][CH:6]=[C:7]([C:16]3[CH:17]=[C:18]([CH:21]=[C:22]([F:24])[CH:23]=3)[C:19]#[N:20])[CH:8]=2)[NH:3]1.C([O-])(=O)C.[K+].[Br:30]Br. (6) Given the product [N+:19]([C:16]1[CH:17]=[CH:18][C:13]([C:11]2[O:12][C:3]3=[N:4][CH:5]=[CH:6][CH:7]=[C:8]3[C:9](=[O:22])[CH:10]=2)=[CH:14][CH:15]=1)([O-:21])=[O:20], predict the reactants needed to synthesize it. The reactants are: CO[C:3]1[C:8]([C:9](=[O:22])[CH2:10][C:11]([C:13]2[CH:18]=[CH:17][C:16]([N+:19]([O-:21])=[O:20])=[CH:15][CH:14]=2)=[O:12])=[CH:7][CH:6]=[CH:5][N:4]=1.Cl.[NH+]1C=CC=CC=1.